This data is from Catalyst prediction with 721,799 reactions and 888 catalyst types from USPTO. The task is: Predict which catalyst facilitates the given reaction. (1) The catalyst class is: 385. Reactant: C([O:3][C:4](=O)[CH2:5][O:6][C:7]1[CH:12]=[CH:11][C:10]([CH:13]2[CH2:17][CH2:16][CH:15]([NH:18][C@@H:19]([C:21]3[C:30]4[C:25](=[CH:26][CH:27]=[CH:28][CH:29]=4)[CH:24]=[CH:23][CH:22]=3)[CH3:20])[CH2:14]2)=[CH:9][CH:8]=1)C.[H-].[H-].[H-].[H-].[Li+].[Al+3]. Product: [C:21]1([C@H:19]([NH:18][C@H:15]2[CH2:16][CH2:17][C@@H:13]([C:10]3[CH:9]=[CH:8][C:7]([O:6][CH2:5][CH2:4][OH:3])=[CH:12][CH:11]=3)[CH2:14]2)[CH3:20])[C:30]2[C:25](=[CH:26][CH:27]=[CH:28][CH:29]=2)[CH:24]=[CH:23][CH:22]=1. (2) Reactant: [BH4-].[Na+].[Br:3][C:4]1[CH:5]=[CH:6][C:7]([CH:10]2[CH2:15][CH2:14][C:13](=[O:16])[CH2:12][CH2:11]2)=[N:8][CH:9]=1.O. Product: [Br:3][C:4]1[CH:5]=[CH:6][C:7]([C@H:10]2[CH2:15][CH2:14][C@H:13]([OH:16])[CH2:12][CH2:11]2)=[N:8][CH:9]=1.[Br:3][C:4]1[CH:5]=[CH:6][C:7]([C@@H:10]2[CH2:15][CH2:14][C@H:13]([OH:16])[CH2:12][CH2:11]2)=[N:8][CH:9]=1. The catalyst class is: 8. (3) Reactant: [C:1]1([NH:7][C:8](=[O:12])[C:9](O)=[O:10])[CH:6]=[CH:5][CH:4]=[CH:3][CH:2]=1.C1C[N:16]([P+](ON2N=NC3C=CC=CC2=3)(N2CCCC2)N2CCCC2)CC1.F[P-](F)(F)(F)(F)F.CN1CCOCC1.C(N)(=O)C(N)=O. Product: [C:1]1([NH:7][C:8](=[O:12])[C:9]([NH2:16])=[O:10])[CH:6]=[CH:5][CH:4]=[CH:3][CH:2]=1. The catalyst class is: 124. (4) Reactant: Br[C:2]1[N:6]([CH2:7][CH:8]2[CH2:13][CH2:12][CH2:11][CH2:10][CH2:9]2)[C:5]([CH3:14])=[C:4]([S:15]([CH2:18][CH:19]2[CH2:21][CH2:20]2)(=[O:17])=[O:16])[CH:3]=1.C([O-])([O-])=O.[K+].[K+].[C:28]([C:32]1[CH:33]=[C:34](B(O)O)[CH:35]=[C:36]([C:38]([CH3:41])([CH3:40])[CH3:39])[CH:37]=1)([CH3:31])([CH3:30])[CH3:29]. Product: [CH:8]1([CH2:7][N:6]2[C:2]([C:34]3[CH:33]=[C:32]([C:28]([CH3:30])([CH3:29])[CH3:31])[CH:37]=[C:36]([C:38]([CH3:41])([CH3:40])[CH3:39])[CH:35]=3)=[CH:3][C:4]([S:15]([CH2:18][CH:19]3[CH2:21][CH2:20]3)(=[O:17])=[O:16])=[C:5]2[CH3:14])[CH2:13][CH2:12][CH2:11][CH2:10][CH2:9]1. The catalyst class is: 710. (5) Reactant: Cl[C:2]1[CH:3]=[C:4]2[C:9](=[CH:10][CH:11]=1)[N:8]=[CH:7][C:6]([O:12][CH2:13][CH3:14])=[CH:5]2.[B:15]1([B:15]2[O:19][C:18]([CH3:21])([CH3:20])[C:17]([CH3:23])([CH3:22])[O:16]2)[O:19][C:18]([CH3:21])([CH3:20])[C:17]([CH3:23])([CH3:22])[O:16]1.CC(C1C=C(C(C)C)C(C2C=CC=CC=2P(C2CCCCC2)C2CCCCC2)=C(C(C)C)C=1)C.CC([O-])=O.[K+]. Product: [CH2:13]([O:12][C:6]1[CH:7]=[N:8][C:9]2[C:4]([CH:5]=1)=[CH:3][C:2]([B:15]1[O:19][C:18]([CH3:21])([CH3:20])[C:17]([CH3:23])([CH3:22])[O:16]1)=[CH:11][CH:10]=2)[CH3:14]. The catalyst class is: 62.